This data is from Full USPTO retrosynthesis dataset with 1.9M reactions from patents (1976-2016). The task is: Predict the reactants needed to synthesize the given product. (1) Given the product [NH2:1][C:2]1[C:11]2[N:10]=[CH:9][C:8]([CH2:12][CH2:13][C:14]3[CH:24]=[CH:23][C:17]([C:36]([OH:35])([CH3:37])[CH3:30])=[CH:16][CH:15]=3)=[CH:7][C:6]=2[C:5]2[CH:25]=[CH:26][C:27]([CH3:29])=[CH:28][C:4]=2[N:3]=1, predict the reactants needed to synthesize it. The reactants are: [NH2:1][C:2]1[C:11]2[N:10]=[CH:9][C:8]([CH2:12][CH2:13][C:14]3[CH:24]=[CH:23][C:17](C(OCC)=O)=[CH:16][CH:15]=3)=[CH:7][C:6]=2[C:5]2[CH:25]=[CH:26][C:27]([CH3:29])=[CH:28][C:4]=2[N:3]=1.[CH3:30][Mg]I.CC[O:35][CH2:36][CH3:37]. (2) Given the product [OH:26][CH2:27][C:29]1([CH2:36][CH2:37][CH2:38][CH2:39][CH2:40][CH2:41][CH2:42][CH3:43])[CH2:34][CH2:33][CH2:32][CH2:31][CH:30]1[OH:35], predict the reactants needed to synthesize it. The reactants are: C(OC(C1CCCCC1=O)=O)C.[H-].[Na+].C(Br)CCCCCCC.C([O:26][C:27]([C:29]1([CH2:36][CH2:37][CH2:38][CH2:39][CH2:40][CH2:41][CH2:42][CH3:43])[CH2:34][CH2:33][CH2:32][CH2:31][C:30]1=[O:35])=O)C.[BH4-].[Li+].OCC1(CCCCCCCC)CCCCC1=O. (3) Given the product [Br:38][C:17]1[C:18]2[C:23]3=[C:22]4[C:21](=[CH:20][CH:19]=2)[C:8]([C:5]2[CH:4]=[CH:3][C:2]([CH3:1])=[CH:7][CH:6]=2)=[CH:9][C:10]([C:31]2[CH:36]=[CH:35][C:34]([CH3:37])=[CH:33][CH:32]=2)=[C:11]4[CH:12]=[CH:13][C:14]3=[C:15]([C:24]2[CH:29]=[CH:28][C:27]([CH3:30])=[CH:26][CH:25]=2)[CH:16]=1, predict the reactants needed to synthesize it. The reactants are: [CH3:1][C:2]1[CH:7]=[CH:6][C:5]([C:8]2[C:21]3[C:22]4=[C:23]5[C:18](=[CH:19][CH:20]=3)[CH:17]=[CH:16][C:15]([C:24]3[CH:29]=[CH:28][C:27]([CH3:30])=[CH:26][CH:25]=3)=[C:14]5[CH:13]=[CH:12][C:11]4=[C:10]([C:31]3[CH:36]=[CH:35][C:34]([CH3:37])=[CH:33][CH:32]=3)[CH:9]=2)=[CH:4][CH:3]=1.[Br:38]N1C(=O)CCC1=O.CN(C)C=O. (4) Given the product [CH2:7]([O:21][C:19]1[CH:20]=[CH:13][C:14]([CH:15]=[O:16])=[C:17]([O:4][CH3:1])[CH:18]=1)[CH2:8][CH2:9][CH3:10], predict the reactants needed to synthesize it. The reactants are: [C:1](=[O:4])([O-])[O-].[K+].[K+].[CH2:7](I)[CH2:8][CH2:9][CH3:10].O[C:13]1[CH:20]=[C:19]([OH:21])[CH:18]=[CH:17][C:14]=1[CH:15]=[O:16].CI.